From a dataset of Catalyst prediction with 721,799 reactions and 888 catalyst types from USPTO. Predict which catalyst facilitates the given reaction. (1) Reactant: [C:1]1([O:7][CH3:8])[CH:6]=[CH:5][CH:4]=[CH:3][CH:2]=1.[C:9](Cl)(=[O:14])/[C:10](=[CH:12]/[CH3:13])/[CH3:11].[Cl-].[Al+3].[Cl-].[Cl-]. Product: [CH3:8][O:7][C:1]1[CH:6]=[CH:5][C:4]([C:9](=[O:14])/[C:10](=[CH:12]/[CH3:13])/[CH3:11])=[CH:3][CH:2]=1. The catalyst class is: 4. (2) Reactant: Cl[CH2:2][C:3]1[N:4]([CH3:29])[C:5]2[C:10]([N:11]=1)=[C:9]([N:12]1[CH2:17][CH2:16][O:15][CH2:14][CH2:13]1)[N:8]=[C:7]([N:18]1[C:22]3[CH:23]=[CH:24][CH:25]=[CH:26][C:21]=3[N:20]=[C:19]1[CH2:27][CH3:28])[N:6]=2.[NH:30]1[CH2:33][CH:32]([N:34]2[CH2:39][CH2:38][O:37][CH2:36][CH2:35]2)[CH2:31]1.C([O-])([O-])=O.[K+].[K+]. Product: [CH2:27]([C:19]1[N:18]([C:7]2[N:6]=[C:5]3[C:10]([N:11]=[C:3]([CH2:2][N:30]4[CH2:33][CH:32]([N:34]5[CH2:39][CH2:38][O:37][CH2:36][CH2:35]5)[CH2:31]4)[N:4]3[CH3:29])=[C:9]([N:12]3[CH2:17][CH2:16][O:15][CH2:14][CH2:13]3)[N:8]=2)[C:22]2[CH:23]=[CH:24][CH:25]=[CH:26][C:21]=2[N:20]=1)[CH3:28]. The catalyst class is: 31.